From a dataset of Full USPTO retrosynthesis dataset with 1.9M reactions from patents (1976-2016). Predict the reactants needed to synthesize the given product. (1) Given the product [OH:1][CH2:2][C:3]1[CH:4]=[C:5]([CH3:10])[N:6]=[C:19]([C:17]([O:16][CH3:15])=[O:18])[CH:8]=1, predict the reactants needed to synthesize it. The reactants are: [OH:1][CH2:2][C:3]1[CH:8]=C(C)[N:6]=[C:5]([C:10]#N)[CH:4]=1.CO.C[CH2:15][O:16][C:17]([CH3:19])=[O:18].C([O-])(O)=O.[Na+]. (2) The reactants are: Br[C:2]1[C:3]2[O:11][C:10]([C:12]3[CH:17]=[CH:16][CH:15]=[CH:14][CH:13]=3)=[CH:9][C:4]=2[C:5](=[O:8])[NH:6][CH:7]=1.[C:18]([Cu])#[N:19]. Given the product [O:8]=[C:5]1[C:4]2[CH:9]=[C:10]([C:12]3[CH:17]=[CH:16][CH:15]=[CH:14][CH:13]=3)[O:11][C:3]=2[C:2]([C:18]#[N:19])=[CH:7][NH:6]1, predict the reactants needed to synthesize it. (3) Given the product [CH:1]1([C@H:7]([NH:16][CH2:17][C:18]2[CH:23]=[N:22][C:21]([CH2:24][CH2:25][C:26]([NH:32][OH:33])=[O:27])=[CH:20][CH:19]=2)[C:8]([O:10][CH:11]2[CH2:15][CH2:14][CH2:13][CH2:12]2)=[O:9])[CH2:2][CH2:3][CH2:4][CH2:5][CH2:6]1, predict the reactants needed to synthesize it. The reactants are: [CH:1]1([C@H:7]([NH:16][CH2:17][C:18]2[CH:19]=[CH:20][C:21]([CH2:24][CH2:25][C:26](OCC)=[O:27])=[N:22][CH:23]=2)[C:8]([O:10][CH:11]2[CH2:15][CH2:14][CH2:13][CH2:12]2)=[O:9])[CH2:6][CH2:5][CH2:4][CH2:3][CH2:2]1.Cl.[NH2:32][OH:33].[OH-].[K+]. (4) Given the product [O:43]=[S:36]1(=[O:44])[C:39]2([CH2:42][N:41]([C:26]([CH:24]3[CH2:23][CH2:22][C:21]4[C:14]5[C:13]([NH:12][C:4]6[CH:5]=[C:6]7[C:10](=[CH:11][C:3]=6[O:2][CH3:1])[NH:9][N:8]=[CH:7]7)=[N:18][CH:17]=[N:16][C:15]=5[S:19][C:20]=4[CH2:25]3)=[O:28])[CH2:40]2)[CH2:38][CH2:37]1, predict the reactants needed to synthesize it. The reactants are: [CH3:1][O:2][C:3]1[CH:11]=[C:10]2[C:6]([CH:7]=[N:8][NH:9]2)=[CH:5][C:4]=1[NH:12][C:13]1[C:14]2[C:21]3[CH2:22][CH2:23][CH:24]([C:26]([OH:28])=O)[CH2:25][C:20]=3[S:19][C:15]=2[N:16]=[CH:17][N:18]=1.FC(F)(F)C(O)=O.[S:36]1(=[O:44])(=[O:43])[C:39]2([CH2:42][NH:41][CH2:40]2)[CH2:38][CH2:37]1.